Dataset: NCI-60 drug combinations with 297,098 pairs across 59 cell lines. Task: Regression. Given two drug SMILES strings and cell line genomic features, predict the synergy score measuring deviation from expected non-interaction effect. Drug 1: CN1CCC(CC1)COC2=C(C=C3C(=C2)N=CN=C3NC4=C(C=C(C=C4)Br)F)OC. Drug 2: C1=CC=C(C(=C1)C(C2=CC=C(C=C2)Cl)C(Cl)Cl)Cl. Cell line: MOLT-4. Synergy scores: CSS=20.1, Synergy_ZIP=5.40, Synergy_Bliss=11.7, Synergy_Loewe=1.09, Synergy_HSA=11.0.